Predict which catalyst facilitates the given reaction. From a dataset of Catalyst prediction with 721,799 reactions and 888 catalyst types from USPTO. (1) Reactant: C(=O)([O-])[O-].[K+].[K+].[F:7][C:8]1[CH:13]=[C:12]([N+:14]([O-:16])=[O:15])[CH:11]=[C:10]([F:17])[C:9]=1F.[CH2:19]([OH:26])[C:20]1[CH:25]=[CH:24][CH:23]=[CH:22][CH:21]=1. Product: [CH2:19]([O:26][C:9]1[C:10]([F:17])=[CH:11][C:12]([N+:14]([O-:16])=[O:15])=[CH:13][C:8]=1[F:7])[C:20]1[CH:25]=[CH:24][CH:23]=[CH:22][CH:21]=1. The catalyst class is: 9. (2) Reactant: C([O:8][C:9]1[CH:18]=[C:17]2[C:12]([CH2:13][CH2:14][C:15](=[O:24])[N:16]2[CH2:19][CH2:20][CH2:21][O:22][CH3:23])=[CH:11][CH:10]=1)C1C=CC=CC=1. Product: [OH:8][C:9]1[CH:18]=[C:17]2[C:12]([CH2:13][CH2:14][C:15](=[O:24])[N:16]2[CH2:19][CH2:20][CH2:21][O:22][CH3:23])=[CH:11][CH:10]=1. The catalyst class is: 19. (3) Reactant: [C:1]([O:5][C:6](=[O:15])[NH:7][C:8]1[S:9][C:10]([C:13]#[CH:14])=[CH:11][N:12]=1)([CH3:4])([CH3:3])[CH3:2].[Li]CCCC.Cl[C:22]([O:24][CH2:25][CH3:26])=[O:23]. Product: [CH2:25]([O:24][C:22](=[O:23])[C:14]#[C:13][C:10]1[S:9][C:8]([NH:7][C:6]([O:5][C:1]([CH3:4])([CH3:3])[CH3:2])=[O:15])=[N:12][CH:11]=1)[CH3:26]. The catalyst class is: 1. (4) Reactant: [CH3:1][C:2]1[CH:10]=[CH:9][CH:8]=[C:7]2[C:3]=1[CH2:4][CH2:5][N:6]2[CH2:11][CH2:12][CH2:13][CH:14]1[CH2:19][CH2:18][NH:17][CH2:16][CH2:15]1.C=O.[BH-](OC(C)=O)(OC(C)=O)O[C:24](C)=O.[Na+]. Product: [CH3:1][C:2]1[CH:10]=[CH:9][CH:8]=[C:7]2[C:3]=1[CH2:4][CH2:5][N:6]2[CH2:11][CH2:12][CH2:13][CH:14]1[CH2:15][CH2:16][N:17]([CH3:24])[CH2:18][CH2:19]1. The catalyst class is: 68. (5) Reactant: FC(F)(F)[C:3]1[CH:4]=[C:5]([C:15]([O:17]C(C)C)=[O:16])[C:6]([C:9]2[CH:14]=[CH:13][CH:12]=[CH:11][CH:10]=2)=[CH:7][CH:8]=1.[OH-].[K+].Cl.[F:26][C:27]([F:44])([F:43])C1C=C(C(O)=O)C(C2C=CC=CC=2)=CC=1. Product: [F:26][C:27]([C:4]1[CH:3]=[CH:8][CH:7]=[C:6]([C:9]2[CH:10]=[CH:11][CH:12]=[CH:13][CH:14]=2)[C:5]=1[C:15]([OH:17])=[O:16])([F:44])[F:43]. The catalyst class is: 60. (6) Reactant: [Cl:1][C:2]1[CH:3]=[C:4]([NH:8][C:9]2[CH:14]=[C:13]([NH:15][CH:16]3[CH2:21][CH2:20][N:19](C(OC(C)(C)C)=O)[CH2:18][CH2:17]3)[N:12]3[N:29]=[CH:30][C:31]([CH:32]=[C:33]4[C:37](=[O:38])[NH:36][C:35](=[O:39])[NH:34]4)=[C:11]3[N:10]=2)[CH:5]=[CH:6][CH:7]=1. Product: [Cl:1][C:2]1[CH:3]=[C:4]([NH:8][C:9]2[CH:14]=[C:13]([NH:15][CH:16]3[CH2:21][CH2:20][NH:19][CH2:18][CH2:17]3)[N:12]3[N:29]=[CH:30][C:31]([CH:32]=[C:33]4[NH:34][C:35](=[O:39])[NH:36][C:37]4=[O:38])=[C:11]3[N:10]=2)[CH:5]=[CH:6][CH:7]=1. The catalyst class is: 137. (7) Reactant: [F:1][CH:2]([CH2:21][O:22][C:23]1[CH:28]=[CH:27][CH:26]=[C:25]([C:29]([F:32])([F:31])[F:30])[CH:24]=1)[CH2:3][CH2:4][CH:5]1[CH:12]2[CH:8]([O:9][C:10](=[O:13])[CH2:11]2)[CH2:7][CH:6]1[O:14][CH:15]1[CH2:20][CH2:19][CH2:18][CH2:17][O:16]1.[H-].C([Al+]CC(C)C)C(C)C. The catalyst class is: 11. Product: [F:1][CH:2]([CH2:21][O:22][C:23]1[CH:28]=[CH:27][CH:26]=[C:25]([C:29]([F:32])([F:31])[F:30])[CH:24]=1)[CH2:3][CH2:4][CH:5]1[CH:12]2[CH:8]([O:9][CH:10]([OH:13])[CH2:11]2)[CH2:7][CH:6]1[O:14][CH:15]1[CH2:20][CH2:19][CH2:18][CH2:17][O:16]1.